From a dataset of Catalyst prediction with 721,799 reactions and 888 catalyst types from USPTO. Predict which catalyst facilitates the given reaction. (1) Reactant: C([Li])CCC.[CH2:6]([C@H:13]1[CH2:17][O:16][C:15](=[O:18])[NH:14]1)[C:7]1[CH:12]=[CH:11][CH:10]=[CH:9][CH:8]=1.[O:19]1[CH2:23][CH2:22][CH2:21][CH:20]1[C:24](Cl)=[O:25]. Product: [CH2:6]([C@H:13]1[CH2:17][O:16][C:15](=[O:18])[N:14]1[C:24]([CH:20]1[CH2:21][CH2:22][CH2:23][O:19]1)=[O:25])[C:7]1[CH:8]=[CH:9][CH:10]=[CH:11][CH:12]=1. The catalyst class is: 7. (2) Reactant: [F:1][C:2]1[CH:7]=[C:6]([F:8])[CH:5]=[CH:4][C:3]=1[CH2:9][C:10]([OH:12])=O.CN(C=O)C.C(Cl)(=O)C([Cl:21])=O. Product: [F:1][C:2]1[CH:7]=[C:6]([F:8])[CH:5]=[CH:4][C:3]=1[CH2:9][C:10]([Cl:21])=[O:12]. The catalyst class is: 1. (3) Reactant: I[C:2]1[C:10]2[C:5](=[CH:6][CH:7]=[C:8]([NH:11][S:12]([C:15]3[CH:20]=[CH:19][CH:18]=[CH:17][C:16]=3[S:21]([CH3:24])(=[O:23])=[O:22])(=[O:14])=[O:13])[CH:9]=2)[N:4](C(OC(C)(C)C)=O)[N:3]=1.B(O)(O)[C:33]1[C:41]2[C:36](=[CH:37][CH:38]=[CH:39][CH:40]=2)[S:35][CH:34]=1.C(=O)([O-])O.[Na+]. Product: [S:35]1[CH:34]=[C:33]([C:2]2[C:10]3[C:5](=[CH:6][CH:7]=[C:8]([NH:11][S:12]([C:15]4[CH:20]=[CH:19][CH:18]=[CH:17][C:16]=4[S:21]([CH3:24])(=[O:23])=[O:22])(=[O:14])=[O:13])[CH:9]=3)[NH:4][N:3]=2)[C:41]2[CH:40]=[CH:39][CH:38]=[CH:37][C:36]1=2. The catalyst class is: 9.